From a dataset of Catalyst prediction with 721,799 reactions and 888 catalyst types from USPTO. Predict which catalyst facilitates the given reaction. (1) Reactant: Br[C:2]1[C:11]2[CH2:10][CH2:9][CH2:8][CH2:7][C:6]=2[CH:5]=[CH:4][C:3]=1[O:12][C:13](=[O:20])[C:14]1[CH:19]=[CH:18][CH:17]=[CH:16][CH:15]=1.[CH:21]1(B(O)O)[CH2:23][CH2:22]1.[F-].[Cs+]. Product: [CH:21]1([C:2]2[C:11]3[CH2:10][CH2:9][CH2:8][CH2:7][C:6]=3[CH:5]=[CH:4][C:3]=2[O:12][C:13](=[O:20])[C:14]2[CH:19]=[CH:18][CH:17]=[CH:16][CH:15]=2)[CH2:23][CH2:22]1. The catalyst class is: 12. (2) Reactant: [CH3:1][O:2][C:3]1[CH:4]=[C:5]2[C:9](=[CH:10][CH:11]=1)[NH:8][CH:7]=[CH:6]2.C([BH3-])#N.[Na+].[OH-].[Na+]. Product: [CH3:1][O:2][C:3]1[CH:4]=[C:5]2[C:9](=[CH:10][CH:11]=1)[NH:8][CH2:7][CH2:6]2. The catalyst class is: 15. (3) Reactant: [Cl:1][S:2]([OH:5])(=O)=[O:3].[Br:6][C:7]1[CH:8]=[CH:9][C:10]2[S:14][CH:13]=[C:12]([CH3:15])[C:11]=2[CH:16]=1. Product: [Br:6][C:7]1[CH:8]=[CH:9][C:10]2[S:14][C:13]([S:2]([Cl:1])(=[O:5])=[O:3])=[C:12]([CH3:15])[C:11]=2[CH:16]=1. The catalyst class is: 22. (4) Reactant: [Cl:1][C:2]1[CH:7]=[C:6]([Cl:8])[CH:5]=[CH:4][C:3]=1[S:9]([N:12]([CH3:37])[CH2:13][C@@H:14]([OH:36])[CH2:15][NH:16][C:17]([C@@H:19]([NH:24][C:25]([C:27]1[S:28][C:29]2[CH:35]=[CH:34][CH:33]=[CH:32][C:30]=2[CH:31]=1)=[O:26])[CH2:20][CH:21]([CH3:23])[CH3:22])=[O:18])(=[O:11])=[O:10].CC(OI1(OC(C)=O)(OC(C)=O)OC(=O)C2C=CC=CC1=2)=O. Product: [Cl:1][C:2]1[CH:7]=[C:6]([Cl:8])[CH:5]=[CH:4][C:3]=1[S:9]([N:12]([CH3:37])[CH2:13][C:14](=[O:36])[CH2:15][NH:16][C:17]([C@@H:19]([NH:24][C:25]([C:27]1[S:28][C:29]2[CH:35]=[CH:34][CH:33]=[CH:32][C:30]=2[CH:31]=1)=[O:26])[CH2:20][CH:21]([CH3:23])[CH3:22])=[O:18])(=[O:10])=[O:11]. The catalyst class is: 2. (5) Product: [C:1]([O:5][C:6]([N:8]1[C:16]2[C:11](=[CH:12][C:13]([NH:17][C:18](=[O:32])[CH:19]([NH:48][CH2:47][CH2:46][NH:45][C:44]([O:43][C:39]([CH3:42])([CH3:41])[CH3:40])=[O:49])[C:25]3[CH:30]=[CH:29][CH:28]=[C:27]([Cl:31])[CH:26]=3)=[CH:14][CH:15]=2)[CH:10]=[N:9]1)=[O:7])([CH3:2])([CH3:4])[CH3:3]. The catalyst class is: 1. Reactant: [C:1]([O:5][C:6]([N:8]1[C:16]2[C:11](=[CH:12][C:13]([NH:17][C:18](=[O:32])[CH:19]([C:25]3[CH:30]=[CH:29][CH:28]=[C:27]([Cl:31])[CH:26]=3)OS(C)(=O)=O)=[CH:14][CH:15]=2)[CH:10]=[N:9]1)=[O:7])([CH3:4])([CH3:3])[CH3:2].N1C=CC=CC=1.[C:39]([O:43][C:44](=[O:49])[NH:45][CH2:46][CH2:47][NH2:48])([CH3:42])([CH3:41])[CH3:40]. (6) Reactant: [S:1]([N:9]1[CH:13]=[CH:12][N:11]=[CH:10]1)([N:4]1[CH:8]=[CH:7]N=[CH:5]1)(=[O:3])=[O:2].[S:14]1C=CN=C1N.S(Cl)(Cl)(=O)=O.C1C2[C:29](=[C:30]([C:35]3[CH:40]=[CH:39][C:38]([C:41]([F:44])([F:43])[F:42])=[CH:37][C:36]=3[C:45]3[CH2:50][CH2:49][N:48]([C:51]([O:53][C:54]([CH3:57])([CH3:56])[CH3:55])=[O:52])[CH2:47][CH:46]=3)[CH:31]=[CH:32]C=2)[CH2:28][CH2:27]N1.C(N(CC)CC)C. Product: [S:14]1[CH:13]=[CH:12][N:11]=[C:10]1[NH:9][S:1]([N:4]1[CH2:5][CH2:32][C:31]2[C:7](=[CH:27][CH:28]=[CH:29][C:30]=2[C:35]2[CH:40]=[CH:39][C:38]([C:41]([F:42])([F:44])[F:43])=[CH:37][C:36]=2[C:45]2[CH2:50][CH2:49][N:48]([C:51]([O:53][C:54]([CH3:55])([CH3:57])[CH3:56])=[O:52])[CH2:47][CH:46]=2)[CH2:8]1)(=[O:2])=[O:3]. The catalyst class is: 91. (7) Reactant: [Cl:1][C:2]1[N:7]=[C:6](Cl)[C:5]([NH2:9])=[C:4]([Cl:10])[N:3]=1.[NH:11]1[CH2:16][CH2:15][O:14][CH2:13][CH:12]1[C:17](O)=[O:18].C(N(CC)CC)C. Product: [Cl:1][C:2]1[N:3]=[C:4]([Cl:10])[C:5]2[NH:9][C:17](=[O:18])[CH:12]3[CH2:13][O:14][CH2:15][CH2:16][N:11]3[C:6]=2[N:7]=1. The catalyst class is: 40. (8) Reactant: [C:1]([C:3]1[CH:4]=[C:5]([CH:10]=[CH:11][CH:12]=1)[C:6]([O:8][CH3:9])=[O:7])#[N:2].[C:13](OC)(=[O:21])[C:14]1[C:15](=[CH:17][CH:18]=[CH:19][CH:20]=1)[SH:16].C(N(CC)CC)C. Product: [O:21]=[C:13]1[C:14]2[CH:20]=[CH:19][CH:18]=[CH:17][C:15]=2[S:16][C:1]([C:3]2[CH:4]=[C:5]([CH:10]=[CH:11][CH:12]=2)[C:6]([O:8][CH3:9])=[O:7])=[N:2]1. The catalyst class is: 113.